From a dataset of Catalyst prediction with 721,799 reactions and 888 catalyst types from USPTO. Predict which catalyst facilitates the given reaction. (1) Reactant: [C:1]([O:8][CH3:9])(=[O:7])[CH2:2][C:3]([O:5][CH3:6])=[O:4].[H-].[Na+].[Cl:12][C:13]1[CH:18]=[C:17](Cl)[N:16]=[C:15]([CH3:20])[N:14]=1. Product: [CH3:6][O:5][C:3](=[O:4])[CH:2]([C:17]1[CH:18]=[C:13]([Cl:12])[N:14]=[C:15]([CH3:20])[N:16]=1)[C:1]([O:8][CH3:9])=[O:7]. The catalyst class is: 1. (2) Reactant: [CH2:1]([O:8][C:9]1[C:13]([CH:14]=O)=[CH:12][N:11]([C:16]2[CH:21]=[CH:20][CH:19]=[CH:18][CH:17]=2)[N:10]=1)[C:2]1[CH:7]=[CH:6][CH:5]=[CH:4][CH:3]=1.[C:22]([O:25][CH2:26][CH2:27]P(OCC)(OCC)=O)(=[O:24])[CH3:23].CN(C)C=O.[H-].[Na+]. Product: [CH2:1]([O:8][C:9]1[C:13](/[CH:14]=[CH:23]/[C:22]([O:25][CH2:26][CH3:27])=[O:24])=[CH:12][N:11]([C:16]2[CH:21]=[CH:20][CH:19]=[CH:18][CH:17]=2)[N:10]=1)[C:2]1[CH:7]=[CH:6][CH:5]=[CH:4][CH:3]=1. The catalyst class is: 6.